From a dataset of Full USPTO retrosynthesis dataset with 1.9M reactions from patents (1976-2016). Predict the reactants needed to synthesize the given product. Given the product [Cl:10][C:11]1[CH:12]=[C:13]([CH:29]=[CH:30][C:31]=1[Cl:32])[CH2:14][N:15]1[CH2:16][CH2:17][CH:18]([NH:21][C:22](=[O:28])[CH2:23][C:24]2[O:25][C:2]([NH:1][C:4]3[CH:9]=[CH:8][CH:7]=[CH:6][CH:5]=3)=[N:27][N:26]=2)[CH2:19][CH2:20]1, predict the reactants needed to synthesize it. The reactants are: [N:1]([C:4]1[CH:9]=[CH:8][CH:7]=[CH:6][CH:5]=1)=[C:2]=S.[Cl:10][C:11]1[CH:12]=[C:13]([CH:29]=[CH:30][C:31]=1[Cl:32])[CH2:14][N:15]1[CH2:20][CH2:19][CH:18]([NH:21][C:22](=[O:28])[CH2:23][C:24]([NH:26][NH2:27])=[O:25])[CH2:17][CH2:16]1.